Dataset: Full USPTO retrosynthesis dataset with 1.9M reactions from patents (1976-2016). Task: Predict the reactants needed to synthesize the given product. (1) Given the product [C:2]([OH:5])(=[O:4])[CH3:3].[NH2:6][C:7]1[C:16]2[N:17]=[C:18]([CH2:32][N:33]([CH3:2])[C:34]([NH2:36])=[O:38])[N:19]([CH2:20][CH2:21][CH2:22][CH2:23][OH:1])[C:15]=2[C:14]2[CH:13]=[CH:12][CH:11]=[CH:10][C:9]=2[N:8]=1, predict the reactants needed to synthesize it. The reactants are: [OH2:1].[C:2]([OH:5])(=[O:4])[CH3:3].[NH2:6][C:7]1[C:16]2[N:17]=[C:18]([CH2:32][NH:33][C:34]([NH:36]C)=O)[N:19]([CH2:20][CH2:21][CH2:22][CH2:23]O[Si](C(C)(C)C)(C)C)[C:15]=2[C:14]2[CH:13]=[CH:12][CH:11]=[CH:10][C:9]=2[N:8]=1.[OH-:38].[Na+]. (2) Given the product [F:24][C:21]1[CH:22]=[CH:23][C:18]([CH:15]2[CH2:16][CH2:17][N:13]([C:11]([C:9]3[N:10]=[C:5]4[C:4]([C:25]([F:28])([F:27])[F:26])=[CH:3][C:2]([C:32]5[CH:33]=[N:29][NH:30][CH:31]=5)=[CH:7][N:6]4[CH:8]=3)=[O:12])[CH2:14]2)=[CH:19][CH:20]=1, predict the reactants needed to synthesize it. The reactants are: Br[C:2]1[CH:3]=[C:4]([C:25]([F:28])([F:27])[F:26])[C:5]2[N:6]([CH:8]=[C:9]([C:11]([N:13]3[CH2:17][CH2:16][CH:15]([C:18]4[CH:23]=[CH:22][C:21]([F:24])=[CH:20][CH:19]=4)[CH2:14]3)=[O:12])[N:10]=2)[CH:7]=1.[NH:29]1[CH:33]=[C:32](B2OC(C)(C)C(C)(C)O2)[CH:31]=[N:30]1. (3) Given the product [F:1][C:2]1[CH:7]=[C:6]([F:8])[CH:5]=[CH:4][C:3]=1[C:9]1[C:10]2[CH:16]=[C:15]([C:17]([NH:22][C@@H:40]([C:39]3[O:32][N:33]=[C:37]([CH3:36])[N:38]=3)[CH3:41])=[O:19])[S:14][C:11]=2[NH:12][N:13]=1, predict the reactants needed to synthesize it. The reactants are: [F:1][C:2]1[CH:7]=[C:6]([F:8])[CH:5]=[CH:4][C:3]=1[C:9]1[C:10]2[CH:16]=[C:15]([C:17]([OH:19])=O)[S:14][C:11]=2[NH:12][N:13]=1.Cl.C[N:22](C)CCCN=C=NCC.[OH:32][N:33]1[C:37]2[N:38]=[CH:39][CH:40]=[CH:41][C:36]=2N=N1.CN1CCOCC1.